Task: Regression. Given two drug SMILES strings and cell line genomic features, predict the synergy score measuring deviation from expected non-interaction effect.. Dataset: NCI-60 drug combinations with 297,098 pairs across 59 cell lines Drug 1: C(CC(=O)O)C(=O)CN.Cl. Drug 2: B(C(CC(C)C)NC(=O)C(CC1=CC=CC=C1)NC(=O)C2=NC=CN=C2)(O)O. Cell line: MOLT-4. Synergy scores: CSS=36.8, Synergy_ZIP=-0.0807, Synergy_Bliss=-1.11, Synergy_Loewe=-19.7, Synergy_HSA=0.961.